Task: Predict the reactants needed to synthesize the given product.. Dataset: Full USPTO retrosynthesis dataset with 1.9M reactions from patents (1976-2016) (1) Given the product [NH2:20][C:18]1[N:17]=[CH:16][N:15]=[C:14]2[N:13]([CH2:21][C@H:22]3[CH2:26][CH2:25][CH2:24][N:23]3[C:36](=[O:37])[CH2:35][C:33]#[N:34])[N:12]=[C:11]([C:8]3[CH:9]=[CH:10][C:5]([O:4][C:3]4[CH:28]=[CH:29][CH:30]=[C:31]([F:32])[C:2]=4[F:1])=[CH:6][C:7]=3[F:27])[C:19]=12, predict the reactants needed to synthesize it. The reactants are: [F:1][C:2]1[C:31]([F:32])=[CH:30][CH:29]=[CH:28][C:3]=1[O:4][C:5]1[CH:10]=[CH:9][C:8]([C:11]2[C:19]3[C:14](=[N:15][CH:16]=[N:17][C:18]=3[NH2:20])[N:13]([CH2:21][C@H:22]3[CH2:26][CH2:25][CH2:24][NH:23]3)[N:12]=2)=[C:7]([F:27])[CH:6]=1.[C:33]([CH2:35][C:36](O)=[O:37])#[N:34].CN(C(ON1N=NC2C=CC=NC1=2)=[N+](C)C)C.F[P-](F)(F)(F)(F)F.C(O)(C(F)(F)F)=O. (2) The reactants are: [I-:1].C(O[CH2:24][N+:25]1([CH3:46])[CH2:30][CH2:29][N:28]([C:31]2[C:32]3[CH:44]=[C:43]([CH3:45])[S:42][C:33]=3[NH:34][C:35]3[CH:41]=[CH:40][CH:39]=[CH:38][C:36]=3[N:37]=2)[CH2:27][CH2:26]1)(=O)CCCCCCCCCCCCCCCCCCC.[CH3:47][C:48]([CH3:64])([CH2:52][CH2:53][CH2:54][CH2:55][CH2:56][CH2:57][CH2:58][CH2:59][CH2:60][CH2:61][CH2:62][CH3:63])[C:49]([OH:51])=[O:50]. Given the product [I-:1].[CH3:47][C:48]([CH3:64])([CH2:52][CH2:53][CH2:54][CH2:55][CH2:56][CH2:57][CH2:58][CH2:59][CH2:60][CH2:61][CH2:62][CH3:63])[C:49]([O:51][CH2:24][N+:25]1([CH3:46])[CH2:30][CH2:29][N:28]([C:31]2[C:32]3[CH:44]=[C:43]([CH3:45])[S:42][C:33]=3[NH:34][C:35]3[CH:41]=[CH:40][CH:39]=[CH:38][C:36]=3[N:37]=2)[CH2:27][CH2:26]1)=[O:50], predict the reactants needed to synthesize it. (3) Given the product [F:1][C:2]1[CH:7]=[CH:6][C:5]([CH:8]([N:16]2[CH2:17][CH2:18][N:19]([CH:22]([CH3:24])[CH3:23])[CH2:20][CH2:21]2)[CH2:9][N:10]2[CH2:15][CH2:14][N:13]([CH2:26][CH2:27][CH2:28][C:29]3[CH:34]=[CH:33][CH:32]=[CH:31][C:30]=3[C:35]3[CH:40]=[CH:39][C:38]([C:41]#[N:42])=[CH:37][CH:36]=3)[CH2:12][CH2:11]2)=[CH:4][CH:3]=1, predict the reactants needed to synthesize it. The reactants are: [F:1][C:2]1[CH:7]=[CH:6][C:5]([CH:8]([N:16]2[CH2:21][CH2:20][N:19]([CH:22]([CH3:24])[CH3:23])[CH2:18][CH2:17]2)[CH2:9][N:10]2[CH2:15][CH2:14][NH:13][CH2:12][CH2:11]2)=[CH:4][CH:3]=1.O=[CH:26][CH2:27][CH2:28][C:29]1[CH:34]=[CH:33][CH:32]=[CH:31][C:30]=1[C:35]1[CH:40]=[CH:39][C:38]([C:41]#[N:42])=[CH:37][CH:36]=1.C(O[BH-](OC(=O)C)OC(=O)C)(=O)C.[Na+].C(=O)(O)[O-].[Na+].